Predict which catalyst facilitates the given reaction. From a dataset of Catalyst prediction with 721,799 reactions and 888 catalyst types from USPTO. (1) Reactant: Br[C:2]1[CH:3]=[CH:4][C:5]2[N:6]([C:8]([CH:11]=[O:12])=[CH:9][N:10]=2)[CH:7]=1.N1C=CC=C(C2C=CC3N(C(C=O)=CN=3)C=2)C=1.[C:30]([O:34][C:35]([N:37]1[C:45]2[C:40](=[CH:41][CH:42]=[CH:43][CH:44]=2)[CH:39]=[C:38]1B(O)O)=[O:36])([CH3:33])([CH3:32])[CH3:31].C([O-])([O-])=O.[Na+].[Na+]. Product: [CH:11]([C:8]1[N:6]2[CH:7]=[C:2]([C:38]3[N:37]([C:35]([O:34][C:30]([CH3:33])([CH3:32])[CH3:31])=[O:36])[C:45]4[C:40]([CH:39]=3)=[CH:41][CH:42]=[CH:43][CH:44]=4)[CH:3]=[CH:4][C:5]2=[N:10][CH:9]=1)=[O:12]. The catalyst class is: 329. (2) Reactant: [CH:1]1([NH:4][C:5](=[O:23])[C:6]2[CH:11]=[C:10]([C:12]3[CH:13]=[C:14]4[C:18](=[CH:19][CH:20]=3)[NH:17][N:16]=[CH:15]4)[C:9]([CH3:21])=[C:8]([F:22])[CH:7]=2)[CH2:3][CH2:2]1.[H-].[Na+].Br[CH2:27][C:28]1[CH:33]=[CH:32][C:31]([F:34])=[CH:30][CH:29]=1.N. Product: [CH:1]1([NH:4][C:5](=[O:23])[C:6]2[CH:11]=[C:10]([C:12]3[CH:13]=[C:14]4[C:18](=[CH:19][CH:20]=3)[N:17]([CH2:27][C:28]3[CH:33]=[CH:32][C:31]([F:34])=[CH:30][CH:29]=3)[N:16]=[CH:15]4)[C:9]([CH3:21])=[C:8]([F:22])[CH:7]=2)[CH2:2][CH2:3]1. The catalyst class is: 3. (3) Product: [CH:21]([CH:10]1[CH2:9][N:8]([C:6](=[O:7])[CH2:5][CH2:4][C:3]([OH:24])=[O:2])[C:13]2[CH:14]=[CH:15][CH:16]=[C:17]([CH:18]([CH3:20])[CH3:19])[C:12]=2[O:11]1)([CH3:23])[CH3:22]. Reactant: C[O:2][C:3](=[O:24])[CH2:4][CH2:5][C:6]([N:8]1[C:13]2[CH:14]=[CH:15][CH:16]=[C:17]([CH:18]([CH3:20])[CH3:19])[C:12]=2[O:11][CH:10]([CH:21]([CH3:23])[CH3:22])[CH2:9]1)=[O:7].[OH-].[Na+]. The catalyst class is: 5. (4) Reactant: [CH3:1]C(C)([O-])C.[K+].[Cl:7][C:8]1[CH:22]=[CH:21][C:11]([C:12]([C:14]2[CH:19]=[CH:18][C:17]([I:20])=[CH:16][CH:15]=2)=[O:13])=[CH:10][CH:9]=1.[I-].C[S+](C)C. Product: [Cl:7][C:8]1[CH:22]=[CH:21][C:11]([C:12]2([C:14]3[CH:19]=[CH:18][C:17]([I:20])=[CH:16][CH:15]=3)[CH2:1][O:13]2)=[CH:10][CH:9]=1. The catalyst class is: 148. (5) Reactant: [CH2:1]([N:8]1[C:13](=[O:14])[CH:12]=[C:11]([C:15]([O:17]CC)=[CH2:16])[C:10]([C:20]2[CH:25]=[CH:24][CH:23]=[CH:22][CH:21]=2)=[N:9]1)[C:2]1[CH:7]=[CH:6][CH:5]=[CH:4][CH:3]=1.Cl. Product: [C:15]([C:11]1[C:10]([C:20]2[CH:25]=[CH:24][CH:23]=[CH:22][CH:21]=2)=[N:9][N:8]([CH2:1][C:2]2[CH:3]=[CH:4][CH:5]=[CH:6][CH:7]=2)[C:13](=[O:14])[CH:12]=1)(=[O:17])[CH3:16]. The catalyst class is: 11.